Dataset: HIV replication inhibition screening data with 41,000+ compounds from the AIDS Antiviral Screen. Task: Binary Classification. Given a drug SMILES string, predict its activity (active/inactive) in a high-throughput screening assay against a specified biological target. (1) The molecule is COc1ccc2c(c1)CCCC2=NNS(=O)(=O)c1c(C)cc(C)cc1C. The result is 0 (inactive). (2) The molecule is CC1=NN(C(=O)Cc2ccccc2)C(=O)C1=Cc1ccc(O)cc1. The result is 0 (inactive). (3) The molecule is CCOC1OC(=O)C2C(c3ccc(Cl)cc3)=NOC12. The result is 0 (inactive). (4) The compound is Cc1ccc(S(=O)(=O)NCNS(=O)(=O)c2ccc(C)cc2)cc1. The result is 0 (inactive). (5) The compound is O=C1C(=Cc2ccccc2)CCC1=Cc1ccccc1. The result is 0 (inactive). (6) The molecule is O=C1C=C(N2CCCCC2)c2cc(N3CCCCC3)ncc2C1=O. The result is 0 (inactive).